This data is from Full USPTO retrosynthesis dataset with 1.9M reactions from patents (1976-2016). The task is: Predict the reactants needed to synthesize the given product. (1) Given the product [CH3:17][C:14]1[CH:15]=[CH:16][C:8]([O:7][CH2:10][C:9]2[CH:13]=[CH:14][CH:15]=[CH:16][CH:8]=2)=[C:9]([CH:13]=1)[C:10]([O:12][CH2:19][C:20]1[CH:25]=[CH:24][CH:23]=[CH:22][CH:21]=1)=[O:11], predict the reactants needed to synthesize it. The reactants are: C([O-])([O-])=O.[K+].[K+].[OH:7][C:8]1[CH:16]=[CH:15][C:14]([CH3:17])=[CH:13][C:9]=1[C:10]([OH:12])=[O:11].Br[CH2:19][C:20]1[CH:25]=[CH:24][CH:23]=[CH:22][CH:21]=1. (2) Given the product [C:1]([C:3]1[CH:4]=[C:5]2[C:9](=[CH:10][CH:11]=1)[NH:8][C:7]([C:19]([OH:21])=[O:20])=[CH:6]2)#[CH:2], predict the reactants needed to synthesize it. The reactants are: [C:1]([C:3]1[CH:4]=[C:5]2[C:9](=[CH:10][CH:11]=1)[N:8](C(OC(C)(C)C)=O)[C:7]([C:19]([O:21]CC)=[O:20])=[CH:6]2)#[CH:2].[Li+].[OH-].Cl. (3) Given the product [N:14]1([CH2:13][CH2:12][O:1][C:2]2[CH:10]=[CH:9][C:5]([CH2:6][CH2:7][OH:8])=[CH:4][CH:3]=2)[CH2:19][CH2:18][CH2:17][CH2:16][CH2:15]1, predict the reactants needed to synthesize it. The reactants are: [OH:1][C:2]1[CH:10]=[CH:9][C:5]([CH2:6][CH2:7][OH:8])=[CH:4][CH:3]=1.Cl[CH2:12][CH2:13][N:14]1[CH2:19][CH2:18][CH2:17][CH2:16][CH2:15]1.C([O-])([O-])=O.[K+].[K+]. (4) Given the product [F:25][C:26]([F:31])([C:21]1[CH:20]=[CH:19][C:17]([NH2:18])=[C:16]([C:15]([F:23])([F:24])[F:14])[CH:22]=1)[C:27]([F:30])([F:29])[F:28], predict the reactants needed to synthesize it. The reactants are: S(S([O-])=O)([O-])=O.[Na+].[Na+].C(=O)([O-])O.[Na+].[F:14][C:15]([F:24])([F:23])[C:16]1[CH:22]=[CH:21][CH:20]=[CH:19][C:17]=1[NH2:18].[F:25][C:26](I)([F:31])[C:27]([F:30])([F:29])[F:28]. (5) Given the product [CH2:1]([N:8]1[C:17]2[C:12](=[CH:13][CH:14]=[CH:15][N:16]=2)[C:11]([N:22]2[CH2:27][CH2:26][NH:25][CH2:24][CH2:23]2)=[C:10]([C:19]#[N:20])[C:9]1=[O:21])[C:2]1[CH:7]=[CH:6][CH:5]=[CH:4][CH:3]=1, predict the reactants needed to synthesize it. The reactants are: [CH2:1]([N:8]1[C:17]2[C:12](=[CH:13][CH:14]=[CH:15][N:16]=2)[C:11](Cl)=[C:10]([C:19]#[N:20])[C:9]1=[O:21])[C:2]1[CH:7]=[CH:6][CH:5]=[CH:4][CH:3]=1.[NH:22]1[CH2:27][CH2:26][NH:25][CH2:24][CH2:23]1. (6) The reactants are: I[C:2]1[C:3]2[C:4](=[CH:8][N:9]([CH2:11][C:12]3[CH:17]=[CH:16][C:15]([O:18][CH3:19])=[CH:14][CH:13]=3)[N:10]=2)[N:5]=[CH:6][CH:7]=1.CC1(C)C2C=CC=C(P(C3C=CC=CC=3)C3C=CC=CC=3)C=2OC2C1=CC=CC=2P(C1C=CC=CC=1)C1C=CC=CC=1.[F:62][C:63]1[C:64]([C:70]2[CH:75]=[C:74]([NH2:76])[CH:73]=[CH:72][N:71]=2)=[N:65][C:66]([CH3:69])=[CH:67][CH:68]=1.CC([O-])(C)C.[Na+]. Given the product [F:62][C:63]1[C:64]([C:70]2[CH:75]=[C:74]([NH:76][C:2]3[C:3]4[C:4](=[CH:8][N:9]([CH2:11][C:12]5[CH:17]=[CH:16][C:15]([O:18][CH3:19])=[CH:14][CH:13]=5)[N:10]=4)[N:5]=[CH:6][CH:7]=3)[CH:73]=[CH:72][N:71]=2)=[N:65][C:66]([CH3:69])=[CH:67][CH:68]=1, predict the reactants needed to synthesize it. (7) Given the product [C:4]1([N:7]2[CH2:8][CH2:9][N:10]([C:23]([O:25][C:26]3[CH:27]=[CH:28][C:29]([N+:32]([O-:34])=[O:33])=[CH:30][CH:31]=3)=[O:24])[CH2:11][CH2:12]2)[CH:3]=[CH:2][CH:1]=[CH:6][CH:5]=1, predict the reactants needed to synthesize it. The reactants are: [CH:1]1[CH:2]=[CH:3][C:4]([N:7]2[CH2:12][CH2:11][NH:10][CH2:9][CH2:8]2)=[CH:5][CH:6]=1.CCN(C(C)C)C(C)C.Cl[C:23]([O:25][C:26]1[CH:31]=[CH:30][C:29]([N+:32]([O-:34])=[O:33])=[CH:28][CH:27]=1)=[O:24].